From a dataset of Blood-brain barrier permeability classification from the B3DB database. Regression/Classification. Given a drug SMILES string, predict its absorption, distribution, metabolism, or excretion properties. Task type varies by dataset: regression for continuous measurements (e.g., permeability, clearance, half-life) or binary classification for categorical outcomes (e.g., BBB penetration, CYP inhibition). Dataset: b3db_classification. (1) The result is 0 (does not penetrate BBB). The molecule is CNC(=O)CC(N)C(=O)NC(C(=O)NC1C(=O)N2C1SC(C)(C)C2C(=O)O)c1ccc(O)cc1. (2) The drug is COC(F)(F)C(Cl)Cl. The result is 1 (penetrates BBB). (3) The molecule is CN(C)CCCN1c2ccccc2C(c2ccccc2)=Nc2cccnc21. The result is 1 (penetrates BBB). (4) The compound is CC1CC2C3CCC4=CC(=O)C=CC4(C)[C@@]3(F)C(O)CC2(C)[C@@]1(O)C(=O)CCl. The result is 1 (penetrates BBB). (5) The drug is O=c1[nH]cc(N(CCCl)CCCl)c(=O)[nH]1. The result is 0 (does not penetrate BBB). (6) The molecule is CCN(CC)CCNC(=O)c1cc(Cl)c(N)cc1OC. The result is 1 (penetrates BBB).